Dataset: In vitro SARS-CoV-2 activity screen of 1,480 approved drugs from Prestwick library. Task: Binary Classification. Given a drug SMILES string, predict its activity (active/inactive) in a high-throughput screening assay against a specified biological target. (1) The compound is CC(C)(Oc1ccc(C2CC2(Cl)Cl)cc1)C(=O)O. The result is 0 (inactive). (2) The molecule is C=C1CC[C@@]2(O)[C@H]3Cc4ccc(O)c5c4[C@@]2(CCN3CC2CC2)[C@H]1O5.Cl. The result is 1 (active). (3) The drug is Cc1ncc([N+](=O)[O-])n1CC(C)O. The result is 0 (inactive). (4) The compound is CCCCC(=O)N(Cc1ccc(-c2ccccc2-c2nn[nH]n2)cc1)[C@H](C(=O)O)C(C)C. The result is 0 (inactive). (5) The drug is C#C[C@]1(O)CC[C@H]2[C@@H]3CCC4=Cc5oncc5C[C@]4(C)[C@H]3CC[C@@]21C. The result is 0 (inactive). (6) The drug is CC1(C)S[C@@H]2[C@H](NC(=O)[C@H](N)c3ccccc3)C(=O)N2[C@H]1C(=O)O.O.O.O. The result is 0 (inactive). (7) The molecule is Cl.O=C1[C@H]2CCCC[C@H]2C(=O)N1CCCCN1CCN(c2nsc3ccccc23)CC1. The result is 0 (inactive).